From a dataset of Catalyst prediction with 721,799 reactions and 888 catalyst types from USPTO. Predict which catalyst facilitates the given reaction. (1) Reactant: [H-].[Na+].[F:3][C:4]1[CH:5]=[C:6]([O:10][C:11]2[CH:18]=[CH:17][C:16]([CH2:19][OH:20])=[CH:15][C:12]=2[C:13]#[N:14])[CH:7]=[N:8][CH:9]=1.Cl[C:22]1[CH:23]=[C:24]2[N:31]([CH3:32])[CH2:30][CH2:29][N:25]2[C:26](=[O:28])[N:27]=1. Product: [F:3][C:4]1[CH:5]=[C:6]([O:10][C:11]2[CH:18]=[CH:17][C:16]([CH2:19][O:20][C:22]3[CH:23]=[C:24]4[N:31]([CH3:32])[CH2:30][CH2:29][N:25]4[C:26](=[O:28])[N:27]=3)=[CH:15][C:12]=2[C:13]#[N:14])[CH:7]=[N:8][CH:9]=1. The catalyst class is: 1. (2) Reactant: [C:1]([O:5][C:6]([NH:8][CH:9]([O:23][C:24](=[O:30])[CH2:25][CH2:26][CH2:27][CH2:28][CH3:29])[C@H:10]([CH3:22])[CH:11]=[CH:12][C:13]1[CH:14]=[CH:15][C:16]2[CH:20]=[CH:19][S:18][C:17]=2[CH:21]=1)=[O:7])([CH3:4])([CH3:3])[CH3:2]. Product: [C:1]([O:5][C:6]([NH:8][CH:9]([O:23][C:24](=[O:30])[CH2:25][CH2:26][CH2:27][CH2:28][CH3:29])[C@H:10]([CH3:22])[CH2:11][CH2:12][C:13]1[CH:14]=[CH:15][C:16]2[CH:20]=[CH:19][S:18][C:17]=2[CH:21]=1)=[O:7])([CH3:2])([CH3:4])[CH3:3]. The catalyst class is: 19. (3) Reactant: Br[C:2]1[CH:7]=[CH:6][C:5]([N+:8]([O-:10])=[O:9])=[CH:4][CH:3]=1.[CH2:11]([N:18]1[CH2:23][CH2:22][NH:21][CH2:20][CH2:19]1)[C:12]1[CH:17]=[CH:16][CH:15]=[CH:14][CH:13]=1. Product: [CH2:11]([N:18]1[CH2:23][CH2:22][N:21]([C:2]2[CH:7]=[CH:6][C:5]([N+:8]([O-:10])=[O:9])=[CH:4][CH:3]=2)[CH2:20][CH2:19]1)[C:12]1[CH:13]=[CH:14][CH:15]=[CH:16][CH:17]=1. The catalyst class is: 34. (4) Reactant: [OH:1][C@H:2]1[CH2:6][CH2:5][N:4]([C:7](=O)[CH2:8][CH3:9])[CH2:3]1.[H-].[H-].[H-].[H-].[Li+].[Al+3].O.[OH-].[Na+]. Product: [CH2:7]([N:4]1[CH2:5][CH2:6][C@H:2]([OH:1])[CH2:3]1)[CH2:8][CH3:9]. The catalyst class is: 1. (5) Reactant: Cl.[Cl:2][C:3]1[CH:8]=[CH:7][C:6]([N:9]2[CH2:13][CH2:12][CH:11]([C:14](O)=[O:15])[CH2:10]2)=[CH:5][C:4]=1[C:17]1[NH:21][C:20]2[CH:22]=[CH:23][C:24]([O:26][CH3:27])=[CH:25][C:19]=2[N:18]=1.CN(C(ON1N=NC2C=CC=NC1=2)=[N+](C)C)C.F[P-](F)(F)(F)(F)F.[CH3:52][N:53]1[CH2:58][CH2:57][NH:56][CH2:55][CH2:54]1.C([O-])(O)=O.[Na+]. Product: [Cl:2][C:3]1[CH:8]=[CH:7][C:6]([N:9]2[CH2:13][CH2:12][CH:11]([C:14]([N:56]3[CH2:57][CH2:58][N:53]([CH3:52])[CH2:54][CH2:55]3)=[O:15])[CH2:10]2)=[CH:5][C:4]=1[C:17]1[NH:21][C:20]2[CH:22]=[CH:23][C:24]([O:26][CH3:27])=[CH:25][C:19]=2[N:18]=1. The catalyst class is: 4. (6) Reactant: [CH:1]1[C:14]2[C:13](=[CH:15][C:16]([NH:18][CH2:19][CH2:20][CH2:21][CH2:22][CH2:23][C:24]([OH:26])=O)=[O:17])[C:12]3[C:7](=[CH:8][CH:9]=[CH:10][CH:11]=3)[S:6][C:5]=2[CH:4]=[CH:3][CH:2]=1.Cl.C(N=C=NCCCN(C)C)C.O[C:40]1[C:48]2[N:47]=N[NH:45][C:44]=2[CH:43]=[CH:42][CH:41]=1.C(N(CC)CC)C.C1(N)C=CC=CC=1N. Product: [CH:1]1[C:14]2[C:13](=[CH:15][C:16]([NH:18][CH2:19][CH2:20][CH2:21][CH2:22][CH2:23][C:24]([NH:45][C:44]3[CH:43]=[CH:42][CH:41]=[CH:40][C:48]=3[NH2:47])=[O:26])=[O:17])[C:12]3[C:7](=[CH:8][CH:9]=[CH:10][CH:11]=3)[S:6][C:5]=2[CH:4]=[CH:3][CH:2]=1. The catalyst class is: 650. (7) Reactant: [H-].[Al+3].[Li+].[H-].[H-].[H-].[N:7]1([C:11](=O)[CH2:12][N:13]2[CH2:18][CH2:17][N:16]([C:19](=O)[C:20]3[CH:25]=[CH:24][CH:23]=[CH:22][CH:21]=3)[CH2:15][CH2:14]2)[CH2:10][CH2:9][CH2:8]1.O.[OH-].[Na+]. Product: [N:7]1([CH2:11][CH2:12][N:13]2[CH2:14][CH2:15][N:16]([CH2:19][C:20]3[CH:25]=[CH:24][CH:23]=[CH:22][CH:21]=3)[CH2:17][CH2:18]2)[CH2:8][CH2:9][CH2:10]1. The catalyst class is: 7. (8) Reactant: [F:1][C:2]1[CH:7]=[CH:6][C:5]([CH2:8][C:9]2[C:10](=[O:25])[NH:11][N:12]=[CH:13][C:14]=2[C:15]2[CH:20]=[CH:19][C:18]([S:21]([CH3:24])(=[O:23])=[O:22])=[CH:17][CH:16]=2)=[CH:4][CH:3]=1.Br[C:27]1[CH:32]=[CH:31][C:30]([F:33])=[C:29]([F:34])[CH:28]=1.N. Product: [F:33][C:30]1[CH:31]=[C:32]([N:11]2[C:10](=[O:25])[C:9]([CH2:8][C:5]3[CH:6]=[CH:7][C:2]([F:1])=[CH:3][CH:4]=3)=[C:14]([C:15]3[CH:20]=[CH:19][C:18]([S:21]([CH3:24])(=[O:23])=[O:22])=[CH:17][CH:16]=3)[CH:13]=[N:12]2)[CH:27]=[CH:28][C:29]=1[F:34]. The catalyst class is: 6.